This data is from hERG potassium channel inhibition data for cardiac toxicity prediction from Karim et al.. The task is: Regression/Classification. Given a drug SMILES string, predict its toxicity properties. Task type varies by dataset: regression for continuous values (e.g., LD50, hERG inhibition percentage) or binary classification for toxic/non-toxic outcomes (e.g., AMES mutagenicity, cardiotoxicity, hepatotoxicity). Dataset: herg_karim. (1) The molecule is O=c1ccc(-c2cc3sc(N4CCC(N5CCCCC5)CC4)nc3cn2)c[nH]1. The result is 0 (non-blocker). (2) The compound is O=C(c1ccc(F)cc1F)N1CCN(c2ccc(OCCCN3CCCCCC3)cc2)C(=O)C1. The result is 0 (non-blocker).